Dataset: NCI-60 drug combinations with 297,098 pairs across 59 cell lines. Task: Regression. Given two drug SMILES strings and cell line genomic features, predict the synergy score measuring deviation from expected non-interaction effect. (1) Drug 1: C1=CC(=C2C(=C1NCCNCCO)C(=O)C3=C(C=CC(=C3C2=O)O)O)NCCNCCO. Drug 2: CS(=O)(=O)CCNCC1=CC=C(O1)C2=CC3=C(C=C2)N=CN=C3NC4=CC(=C(C=C4)OCC5=CC(=CC=C5)F)Cl. Cell line: NCI-H460. Synergy scores: CSS=45.5, Synergy_ZIP=4.97, Synergy_Bliss=1.18, Synergy_Loewe=-16.9, Synergy_HSA=3.47. (2) Drug 1: CN(C)C1=NC(=NC(=N1)N(C)C)N(C)C. Drug 2: C1CN1P(=S)(N2CC2)N3CC3. Cell line: MDA-MB-435. Synergy scores: CSS=-7.02, Synergy_ZIP=1.61, Synergy_Bliss=-1.77, Synergy_Loewe=-7.70, Synergy_HSA=-6.50. (3) Drug 1: CN(C(=O)NC(C=O)C(C(C(CO)O)O)O)N=O. Drug 2: C1CNP(=O)(OC1)N(CCCl)CCCl. Cell line: MCF7. Synergy scores: CSS=3.10, Synergy_ZIP=-3.19, Synergy_Bliss=-5.63, Synergy_Loewe=-3.81, Synergy_HSA=-3.77. (4) Drug 1: CC1=C(C=C(C=C1)NC(=O)C2=CC=C(C=C2)CN3CCN(CC3)C)NC4=NC=CC(=N4)C5=CN=CC=C5. Drug 2: C#CCC(CC1=CN=C2C(=N1)C(=NC(=N2)N)N)C3=CC=C(C=C3)C(=O)NC(CCC(=O)O)C(=O)O. Cell line: HCT116. Synergy scores: CSS=77.8, Synergy_ZIP=18.3, Synergy_Bliss=-3.02, Synergy_Loewe=77.4, Synergy_HSA=-3.06. (5) Drug 1: C1=CC(=CC=C1C#N)C(C2=CC=C(C=C2)C#N)N3C=NC=N3. Drug 2: CCCCCOC(=O)NC1=NC(=O)N(C=C1F)C2C(C(C(O2)C)O)O. Cell line: TK-10. Synergy scores: CSS=1.11, Synergy_ZIP=3.37, Synergy_Bliss=1.90, Synergy_Loewe=-1.40, Synergy_HSA=-1.73. (6) Drug 1: CC1CCC2CC(C(=CC=CC=CC(CC(C(=O)C(C(C(=CC(C(=O)CC(OC(=O)C3CCCCN3C(=O)C(=O)C1(O2)O)C(C)CC4CCC(C(C4)OC)OCCO)C)C)O)OC)C)C)C)OC. Drug 2: CCC1(C2=C(COC1=O)C(=O)N3CC4=CC5=C(C=CC(=C5CN(C)C)O)N=C4C3=C2)O.Cl. Cell line: HOP-62. Synergy scores: CSS=30.9, Synergy_ZIP=-4.44, Synergy_Bliss=-4.47, Synergy_Loewe=-4.52, Synergy_HSA=-4.14. (7) Drug 1: C1=CC(=C2C(=C1NCCNCCO)C(=O)C3=C(C=CC(=C3C2=O)O)O)NCCNCCO. Drug 2: CCC1(CC2CC(C3=C(CCN(C2)C1)C4=CC=CC=C4N3)(C5=C(C=C6C(=C5)C78CCN9C7C(C=CC9)(C(C(C8N6C=O)(C(=O)OC)O)OC(=O)C)CC)OC)C(=O)OC)O.OS(=O)(=O)O. Cell line: NCI-H226. Synergy scores: CSS=34.2, Synergy_ZIP=6.22, Synergy_Bliss=7.23, Synergy_Loewe=4.33, Synergy_HSA=6.75. (8) Drug 1: CS(=O)(=O)C1=CC(=C(C=C1)C(=O)NC2=CC(=C(C=C2)Cl)C3=CC=CC=N3)Cl. Drug 2: CC12CCC3C(C1CCC2=O)CC(=C)C4=CC(=O)C=CC34C. Cell line: K-562. Synergy scores: CSS=60.6, Synergy_ZIP=-2.21, Synergy_Bliss=-2.55, Synergy_Loewe=-9.02, Synergy_HSA=-2.22. (9) Drug 1: CN(C)C1=NC(=NC(=N1)N(C)C)N(C)C. Drug 2: CCC1(CC2CC(C3=C(CCN(C2)C1)C4=CC=CC=C4N3)(C5=C(C=C6C(=C5)C78CCN9C7C(C=CC9)(C(C(C8N6C)(C(=O)OC)O)OC(=O)C)CC)OC)C(=O)OC)O.OS(=O)(=O)O. Cell line: CAKI-1. Synergy scores: CSS=40.2, Synergy_ZIP=-1.12, Synergy_Bliss=-1.09, Synergy_Loewe=-72.8, Synergy_HSA=0.935. (10) Drug 1: C1C(C(OC1N2C=C(C(=O)NC2=O)F)CO)O. Drug 2: CCC1=C2CN3C(=CC4=C(C3=O)COC(=O)C4(CC)O)C2=NC5=C1C=C(C=C5)O. Cell line: NCIH23. Synergy scores: CSS=17.3, Synergy_ZIP=-7.69, Synergy_Bliss=-2.90, Synergy_Loewe=-3.97, Synergy_HSA=-1.17.